This data is from Catalyst prediction with 721,799 reactions and 888 catalyst types from USPTO. The task is: Predict which catalyst facilitates the given reaction. (1) Reactant: C([O:5][C:6](=[O:20])[CH2:7][N:8]1[C:12]2[N:13]=[N:14][CH:15]=[CH:16][C:11]=2[C:10]([C:17](=[O:19])[CH3:18])=[CH:9]1)(C)(C)C.[C:21]([OH:27])([C:23]([F:26])([F:25])[F:24])=[O:22]. Product: [F:24][C:23]([F:26])([F:25])[C:21]([OH:27])=[O:22].[C:17]([C:10]1[C:11]2[CH:16]=[CH:15][N:14]=[N:13][C:12]=2[N:8]([CH2:7][C:6]([OH:20])=[O:5])[CH:9]=1)(=[O:19])[CH3:18]. The catalyst class is: 2. (2) Reactant: [NH2:1][C:2]1[CH:7]=[CH:6][C:5]([CH2:8][CH2:9][C:10]([NH2:12])=[O:11])=[CH:4][C:3]=1[C:13]1[CH2:18][CH2:17][CH2:16][CH2:15][CH:14]=1.[C:19]([C:21]1[N:22]=[C:23]([C:34]([O-])=[O:35])[N:24]([CH2:26][O:27][CH2:28][CH2:29][Si:30]([CH3:33])([CH3:32])[CH3:31])[CH:25]=1)#[N:20].[K+].C1CN([P+](Br)(N2CCCC2)N2CCCC2)CC1.F[P-](F)(F)(F)(F)F.CCN(C(C)C)C(C)C. Product: [C:10]([CH2:9][CH2:8][C:5]1[CH:6]=[CH:7][C:2]([NH:1][C:34]([C:23]2[N:24]([CH2:26][O:27][CH2:28][CH2:29][Si:30]([CH3:33])([CH3:32])[CH3:31])[CH:25]=[C:21]([C:19]#[N:20])[N:22]=2)=[O:35])=[C:3]([C:13]2[CH2:18][CH2:17][CH2:16][CH2:15][CH:14]=2)[CH:4]=1)(=[O:11])[NH2:12]. The catalyst class is: 31. (3) Reactant: [CH:1]([N:4]1[C:32]2[C:7](=[CH:8][C:9]3=[C:10]([CH:31]=2)[O:11][CH2:12][C:13]2[CH:30]=[CH:29][CH:28]=[CH:27][C:14]=2/[C:15]/3=[C:16](\[C:18]2[CH:23]=[CH:22][CH:21]=[C:20]([N+:24]([O-])=O)[CH:19]=2)/[CH3:17])[CH:6]=[N:5]1)([CH3:3])[CH3:2]. Product: [NH2:24][C:20]1[CH:19]=[C:18](/[C:16](=[C:15]2/[C:9]3[CH:8]=[C:7]4[C:32]([N:4]([CH:1]([CH3:3])[CH3:2])[N:5]=[CH:6]4)=[CH:31][C:10]=3[O:11][CH2:12][C:13]3[CH:30]=[CH:29][CH:28]=[CH:27][C:14]/2=3)/[CH3:17])[CH:23]=[CH:22][CH:21]=1. The catalyst class is: 29. (4) The catalyst class is: 4. Reactant: [Cl:1][C:2]1[C:3]([CH3:12])=[C:4]([S:8](Cl)(=[O:10])=[O:9])[CH:5]=[CH:6][CH:7]=1.N1C=CC=CC=1.[NH2:19][C:20]1[CH:21]=[C:22]2[C:27](=[CH:28][CH:29]=1)[N:26]=[C:25]([CH3:30])[CH:24]=[N:23]2.C([O-])(O)=O.[Na+]. Product: [Cl:1][C:2]1[C:3]([CH3:12])=[C:4]([S:8]([NH:19][C:20]2[CH:21]=[C:22]3[C:27](=[CH:28][CH:29]=2)[N:26]=[C:25]([CH3:30])[CH:24]=[N:23]3)(=[O:10])=[O:9])[CH:5]=[CH:6][CH:7]=1. (5) Reactant: FC(F)(F)[C:3]([OH:5])=O.[NH2:8][CH2:9][C:10]1[CH:36]=[C:35]([F:37])[CH:34]=[CH:33][C:11]=1[CH2:12][O:13][C:14]1[CH:19]=[C:18]([CH3:20])[N:17]([C:21]2[CH:22]=[C:23]([CH:28]=[CH:29][C:30]=2[CH3:31])[C:24]([O:26][CH3:27])=[O:25])[C:16](=[O:32])[CH:15]=1.CN1CCOCC1.[CH:45]1([NH2:48])[CH2:47][CH2:46]1. Product: [CH:45]1([NH:48][C:3]([NH:8][CH2:9][C:10]2[CH:36]=[C:35]([F:37])[CH:34]=[CH:33][C:11]=2[CH2:12][O:13][C:14]2[CH:19]=[C:18]([CH3:20])[N:17]([C:21]3[CH:22]=[C:23]([CH:28]=[CH:29][C:30]=3[CH3:31])[C:24]([O:26][CH3:27])=[O:25])[C:16](=[O:32])[CH:15]=2)=[O:5])[CH2:47][CH2:46]1. The catalyst class is: 44. (6) Reactant: [OH:1][CH2:2][C:3]([CH2:8][OH:9])([CH3:7])[C:4]([OH:6])=[O:5].[CH3:10][Si](C=[N+]=[N-])(C)C. Product: [OH:1][CH2:2][C:3]([CH2:8][OH:9])([CH3:7])[C:4]([O:6][CH3:10])=[O:5]. The catalyst class is: 459.